Dataset: Forward reaction prediction with 1.9M reactions from USPTO patents (1976-2016). Task: Predict the product of the given reaction. (1) Given the reactants [F:1][C:2]([F:6])([F:5])[CH2:3]I.[Cl:7][C:8]1[CH:9]=[C:10]([CH:15]=[CH:16][C:17]=1[OH:18])[C:11]([O:13][CH3:14])=[O:12].C(=O)([O-])[O-].[K+].[K+], predict the reaction product. The product is: [Cl:7][C:8]1[CH:9]=[C:10]([CH:15]=[CH:16][C:17]=1[O:18][CH2:3][C:2]([F:6])([F:5])[F:1])[C:11]([O:13][CH3:14])=[O:12]. (2) Given the reactants [Cl:1][C:2]1[CH:7]=[CH:6][C:5]([C:8]2[N:12]([CH:13]([CH:16]3[CH2:21][CH2:20][CH2:19][CH2:18][CH2:17]3)[CH2:14][OH:15])[C:11]3[CH:22]=[C:23]([F:27])[C:24]([F:26])=[CH:25][C:10]=3[N:9]=2)=[CH:4][CH:3]=1.[CH3:28][O:29][C:30](=[O:39])[C:31]1[CH:36]=[CH:35][C:34](O)=[C:33]([F:38])[CH:32]=1.N(C(OC(C)(C)C)=O)=NC(OC(C)(C)C)=O, predict the reaction product. The product is: [CH3:28][O:29][C:30](=[O:39])[C:31]1[CH:36]=[CH:35][C:34]([O:15][CH2:14][CH:13]([N:12]2[C:11]3[CH:22]=[C:23]([F:27])[C:24]([F:26])=[CH:25][C:10]=3[N:9]=[C:8]2[C:5]2[CH:6]=[CH:7][C:2]([Cl:1])=[CH:3][CH:4]=2)[CH:16]2[CH2:17][CH2:18][CH2:19][CH2:20][CH2:21]2)=[C:33]([F:38])[CH:32]=1. (3) Given the reactants Cl.[CH:2]1([CH:8]2[C:17]3[C:12](=[CH:13][CH:14]=[CH:15][CH:16]=3)[CH2:11][CH2:10][NH:9]2)[CH2:7][CH2:6][CH2:5][CH2:4][CH2:3]1.C(Cl)(=O)C(C)(C)C.CN1CCOCC1.[C:32]([O:36][C:37]([NH:39][CH2:40][C:41](O)=[O:42])=[O:38])([CH3:35])([CH3:34])[CH3:33], predict the reaction product. The product is: [CH:2]1([CH:8]2[C:17]3[C:12](=[CH:13][CH:14]=[CH:15][CH:16]=3)[CH2:11][CH2:10][N:9]2[C:41](=[O:42])[CH2:40][NH:39][C:37](=[O:38])[O:36][C:32]([CH3:33])([CH3:34])[CH3:35])[CH2:3][CH2:4][CH2:5][CH2:6][CH2:7]1. (4) Given the reactants [F:1][C:2]1[CH:7]=[CH:6][C:5]([NH:8][C:9]2[C:14]([C:15](=[O:17])[CH3:16])=[CH:13][CH:12]=[CH:11][N:10]=2)=[CH:4][CH:3]=1.[CH3:18][O:19][C:20]1[CH:21]=[C:22]([CH:25]=[C:26]([O:30][CH3:31])[C:27]=1[O:28][CH3:29])[CH:23]=O.Cl, predict the reaction product. The product is: [F:1][C:2]1[CH:7]=[CH:6][C:5]([NH:8][C:9]2[C:14]([C:15](=[O:17])/[CH:16]=[CH:23]/[C:22]3[CH:25]=[C:26]([O:30][CH3:31])[C:27]([O:28][CH3:29])=[C:20]([O:19][CH3:18])[CH:21]=3)=[CH:13][CH:12]=[CH:11][N:10]=2)=[CH:4][CH:3]=1. (5) Given the reactants C([Li])CCC.CN(C)CCN(C)C.[N:14]1[CH:19]=[CH:18][CH:17]=[CH:16][C:15]=1[NH:20]C(=O)OC(C)(C)C.B(OC(C)C)(OC(C)C)OC(C)C.C(=O)([O-])[O-].[K+].[K+].Br[C:48]1[CH:53]=[CH:52][C:51]([Br:54])=[CH:50][N:49]=1, predict the reaction product. The product is: [Br:54][C:51]1[CH:52]=[CH:53][C:48]([C:16]2[C:15]([NH2:20])=[N:14][CH:19]=[CH:18][CH:17]=2)=[N:49][CH:50]=1. (6) The product is: [O:1]=[C:2]1[C:6](=[CH:29][C:22]2[C:23]3[C:24](=[N:25][CH:26]=[CH:27][CH:28]=3)[NH:20][CH:21]=2)[S:5][C:4]([NH:7][C@H:8]([C:14]2[CH:19]=[CH:18][CH:17]=[CH:16][CH:15]=2)[CH2:9][O:10][C:11](=[O:13])[CH3:12])=[N:3]1. Given the reactants [O:1]=[C:2]1[CH2:6][S:5][C:4]([NH:7][C@H:8]([C:14]2[CH:19]=[CH:18][CH:17]=[CH:16][CH:15]=2)[CH2:9][O:10][C:11](=[O:13])[CH3:12])=[N:3]1.[NH:20]1[C:24]2=[N:25][CH:26]=[CH:27][CH:28]=[C:23]2[C:22]([CH:29]=O)=[CH:21]1.C(O)(=O)C1C=CC=CC=1.N1CCCCC1, predict the reaction product. (7) Given the reactants ClC1C=CC([C:8]2[CH:13]=C[C:11]([C:14]([OH:16])=O)=[C:10]([O:17]C)[CH:9]=2)=CC=1.OC1[C:21]([C:26]([OH:28])=[O:27])=[N:22][CH:23]=CC=1.[CH:29](N(C(C)C)CC)(C)[CH3:30].C[N:39](C)CCCN=C=NCC.ON1C2C=CC=CC=2N=N1, predict the reaction product. The product is: [CH2:29]([O:28][C:26](=[O:27])[CH2:21][N:22]([C:14]([C:11]1[C:10]([OH:17])=[CH:9][CH:8]=[CH:13][N:39]=1)=[O:16])[CH3:23])[CH3:30]. (8) Given the reactants [C:1]([O:5][C:6]([N:8]1[CH2:13][CH2:12][NH:11][CH2:10][CH2:9]1)=[O:7])([CH3:4])([CH3:3])[CH3:2].[Cl:14][C:15]1[CH:16]=[C:17]([CH:20]=[CH:21][CH:22]=1)[CH:18]=O.CC(O)=O.[BH-](OC(C)=O)(OC(C)=O)OC(C)=O.[Na+].[OH-].[Na+], predict the reaction product. The product is: [C:1]([O:5][C:6]([N:8]1[CH2:13][CH2:12][N:11]([CH2:18][C:17]2[CH:20]=[CH:21][CH:22]=[C:15]([Cl:14])[CH:16]=2)[CH2:10][CH2:9]1)=[O:7])([CH3:4])([CH3:2])[CH3:3]. (9) Given the reactants [CH:1]1[CH:2]=[CH:3][C:4]2[N:11]=[CH:10][NH:9][C:7](=O)[C:5]=2[CH:6]=1.C[N:13]([CH3:20])[C:14]1[CH:19]=[CH:18][CH:17]=CC=1.P(Cl)(Cl)([Cl:23])=O, predict the reaction product. The product is: [Cl:23][C:7]1[C:5]2[C:4](=[CH:3][CH:2]=[CH:1][CH:6]=2)[N:11]=[C:10]([C:17]2[CH:20]=[N:13][CH:14]=[CH:19][CH:18]=2)[N:9]=1.